Task: Regression. Given two drug SMILES strings and cell line genomic features, predict the synergy score measuring deviation from expected non-interaction effect.. Dataset: NCI-60 drug combinations with 297,098 pairs across 59 cell lines (1) Drug 1: CCCS(=O)(=O)NC1=C(C(=C(C=C1)F)C(=O)C2=CNC3=C2C=C(C=N3)C4=CC=C(C=C4)Cl)F. Drug 2: C1=CC(=CC=C1C#N)C(C2=CC=C(C=C2)C#N)N3C=NC=N3. Cell line: NCIH23. Synergy scores: CSS=0.304, Synergy_ZIP=2.40, Synergy_Bliss=1.54, Synergy_Loewe=-2.74, Synergy_HSA=-2.16. (2) Drug 1: C1=CC(=CC=C1CCCC(=O)O)N(CCCl)CCCl. Drug 2: C1=NC2=C(N=C(N=C2N1C3C(C(C(O3)CO)O)O)F)N. Cell line: UACC-257. Synergy scores: CSS=0.353, Synergy_ZIP=-2.91, Synergy_Bliss=-5.55, Synergy_Loewe=-8.04, Synergy_HSA=-6.75.